This data is from Full USPTO retrosynthesis dataset with 1.9M reactions from patents (1976-2016). The task is: Predict the reactants needed to synthesize the given product. (1) The reactants are: [CH:1]1([CH2:4][O:5][NH:6][C:7]([C:9]2[C:20]([NH:21][C:22]3[CH:27]=[CH:26][C:25]([Cl:28])=[CH:24][C:23]=3[CH3:29])=[C:19]([F:30])[C:12]3[N:13]=[CH:14][N:15]([CH2:16][CH:17]=[O:18])[C:11]=3[CH:10]=2)=[O:8])[CH2:3][CH2:2]1.C(=O)([O-])[O-].[K+].[K+].[N+:37]([CH2:39]S(C1C=CC(C)=CC=1)(=O)=O)#[C-:38]. Given the product [CH:1]1([CH2:4][O:5][NH:6][C:7]([C:9]2[C:20]([NH:21][C:22]3[CH:27]=[CH:26][C:25]([Cl:28])=[CH:24][C:23]=3[CH3:29])=[C:19]([F:30])[C:12]3[N:13]=[CH:14][N:15]([CH2:16][C:17]4[O:18][CH:39]=[N:37][CH:38]=4)[C:11]=3[CH:10]=2)=[O:8])[CH2:2][CH2:3]1, predict the reactants needed to synthesize it. (2) Given the product [Cl:45][C:35]1[C:34]([CH2:33][S:23][C:14]2[N:15]([C:16]3[CH:21]=[CH:20][C:19]([F:22])=[CH:18][CH:17]=3)[C:11]([C:8]([C:5]3[CH:6]=[CH:7][C:2]([Cl:1])=[C:3]([O:24][CH3:25])[CH:4]=3)([CH3:10])[CH3:9])=[CH:12][N:13]=2)=[CH:39][C:38]([S:40]([NH2:43])(=[O:41])=[O:42])=[C:37]([F:44])[CH:36]=1, predict the reactants needed to synthesize it. The reactants are: [Cl:1][C:2]1[CH:7]=[CH:6][C:5]([C:8]([C:11]2[N:15]([C:16]3[CH:21]=[CH:20][C:19]([F:22])=[CH:18][CH:17]=3)[C:14]([SH:23])=[N:13][CH:12]=2)([CH3:10])[CH3:9])=[CH:4][C:3]=1[O:24][CH3:25].C([O-])([O-])=O.[K+].[K+].Br[CH2:33][C:34]1[C:35]([Cl:45])=[CH:36][C:37]([F:44])=[C:38]([S:40]([NH2:43])(=[O:42])=[O:41])[CH:39]=1. (3) Given the product [Br:18][C:15]1[CH:14]=[CH:13][C:12]([C:11]2[O:10][N:9]=[C:8]([CH3:19])[C:7]=2[C:5]([OH:6])=[O:4])=[CH:17][CH:16]=1, predict the reactants needed to synthesize it. The reactants are: [OH-].[Li+].C[O:4][C:5]([C:7]1[C:8]([CH3:19])=[N:9][O:10][C:11]=1[C:12]1[CH:17]=[CH:16][C:15]([Br:18])=[CH:14][CH:13]=1)=[O:6]. (4) Given the product [C:22]([O:26][C:27](=[O:39])[NH:28][C:29]1[CH:34]=[C:33]([CH3:35])[C:32]([CH2:36][NH:37][C:17]([C:15]2[N:14]=[CH:13][N:12]([CH2:11][C:10]3[CH:9]=[CH:8][C:7]([CH2:6][N:1]4[CH:5]=[CH:4][CH:3]=[N:2]4)=[CH:21][CH:20]=3)[CH:16]=2)=[O:19])=[C:31]([CH3:38])[N:30]=1)([CH3:25])([CH3:24])[CH3:23], predict the reactants needed to synthesize it. The reactants are: [N:1]1([CH2:6][C:7]2[CH:21]=[CH:20][C:10]([CH2:11][N:12]3[CH:16]=[C:15]([C:17]([OH:19])=O)[N:14]=[CH:13]3)=[CH:9][CH:8]=2)[CH:5]=[CH:4][CH:3]=[N:2]1.[C:22]([O:26][C:27](=[O:39])[NH:28][C:29]1[CH:34]=[C:33]([CH3:35])[C:32]([CH2:36][NH2:37])=[C:31]([CH3:38])[N:30]=1)([CH3:25])([CH3:24])[CH3:23].CN(C(ON1N=NC2C=CC=NC1=2)=[N+](C)C)C.F[P-](F)(F)(F)(F)F.CCN(C(C)C)C(C)C.